Task: Predict the reaction yield, written as a fraction of the theoretical maximum amount of product (1.0 means a 100% yield; for example, 0.34 means a 34% yield).. Dataset: Reaction yield outcomes from USPTO patents with 853,638 reactions The yield is 0.790. The catalyst is C(#N)C. The reactants are [CH2:1]([O:8][C:9]1[CH:14]=[CH:13][C:12]([C:15]([F:18])([F:17])[F:16])=[CH:11][CH:10]=1)[C:2]1[CH:7]=[CH:6][CH:5]=[CH:4][CH:3]=1.F[B-](F)(F)F.F[B-](F)(F)F.ClC[N+]12CC[N+](F)(CC1)CC2.[I:40]I. The product is [CH2:1]([O:8][C:9]1[CH:14]=[CH:13][C:12]([C:15]([F:16])([F:17])[F:18])=[CH:11][C:10]=1[I:40])[C:2]1[CH:3]=[CH:4][CH:5]=[CH:6][CH:7]=1.